This data is from Reaction yield outcomes from USPTO patents with 853,638 reactions. The task is: Predict the reaction yield, written as a fraction of the theoretical maximum amount of product (1.0 means a 100% yield; for example, 0.34 means a 34% yield). (1) The reactants are [CH3:1][CH:2]([CH3:57])[C@H:3]([NH:52][C:53](=[O:56])[O:54][CH3:55])[C:4]([N:6]1[CH2:10][CH2:9][CH2:8][C@H:7]1[C:11]1[NH:12][CH:13]=[C:14]([C:16]2[CH:21]=[CH:20][C:19]([C:22]3[CH:27]=[CH:26][C:25]([C:28]4[N:29]=[C:30]([CH:33]5[CH2:40][C:36]6([CH2:39][NH:38][CH2:37]6)[CH2:35][N:34]5[C:41](=[O:51])[C@@H:42]([NH:46][C:47]([O:49][CH3:50])=[O:48])[CH:43]([CH3:45])[CH3:44])[NH:31][CH:32]=4)=[CH:24][CH:23]=3)=[CH:18][CH:17]=2)[N:15]=1)=[O:5].C(N(CC)CC)C.[CH3:65][S:66](Cl)(=[O:68])=[O:67].C(=O)([O-])[O-].[K+].[K+]. The catalyst is C(Cl)Cl. The product is [CH3:1][CH:2]([CH3:57])[C@H:3]([NH:52][C:53](=[O:56])[O:54][CH3:55])[C:4]([N:6]1[CH2:10][CH2:9][CH2:8][C@H:7]1[C:11]1[NH:12][CH:13]=[C:14]([C:16]2[CH:21]=[CH:20][C:19]([C:22]3[CH:23]=[CH:24][C:25]([C:28]4[N:29]=[C:30]([CH:33]5[CH2:40][C:36]6([CH2:37][N:38]([S:66]([CH3:65])(=[O:68])=[O:67])[CH2:39]6)[CH2:35][N:34]5[C:41](=[O:51])[C@@H:42]([NH:46][C:47]([O:49][CH3:50])=[O:48])[CH:43]([CH3:44])[CH3:45])[NH:31][CH:32]=4)=[CH:26][CH:27]=3)=[CH:18][CH:17]=2)[N:15]=1)=[O:5]. The yield is 0.860. (2) The reactants are [CH3:1][N:2]([CH2:10][C:11]1[S:12][C:13]([S:24]([C:27]2[CH:32]=[CH:31][CH:30]=[CH:29][CH:28]=2)(=[O:26])=[O:25])=[C:14]([C:17]2[CH:22]=[CH:21][CH:20]=[CH:19][C:18]=2[CH3:23])[C:15]=1[CH3:16])C(=O)OC(C)(C)C.C(OCC)(=O)C.[ClH:39]. The catalyst is C(OCC)(=O)C.C(O)C. The product is [ClH:39].[CH3:1][NH:2][CH2:10][C:11]1[S:12][C:13]([S:24]([C:27]2[CH:32]=[CH:31][CH:30]=[CH:29][CH:28]=2)(=[O:25])=[O:26])=[C:14]([C:17]2[CH:22]=[CH:21][CH:20]=[CH:19][C:18]=2[CH3:23])[C:15]=1[CH3:16]. The yield is 0.710. (3) The reactants are [F:1][C:2]1[CH:7]=[CH:6][C:5]([N:8]2[CH2:17][C:16]3[C:11](=[N:12][C:13]([S:18][CH3:19])=[N:14][CH:15]=3)[N:10]([CH3:20])[C:9]2=[O:21])=[CH:4][C:3]=1[N+:22]([O-])=O. The catalyst is CO.[Pd]. The product is [NH2:22][C:3]1[CH:4]=[C:5]([N:8]2[CH2:17][C:16]3[C:11](=[N:12][C:13]([S:18][CH3:19])=[N:14][CH:15]=3)[N:10]([CH3:20])[C:9]2=[O:21])[CH:6]=[CH:7][C:2]=1[F:1]. The yield is 0.660. (4) The reactants are [CH2:1]([N:4]1[C:12]2[N:11]=[CH:10][NH:9][C:8]=2[C:7](=[O:13])[NH:6][C:5]1=[O:14])[CH2:2][CH3:3].[Cl:15]N1C(=O)CCC1=O. The catalyst is CN(C=O)C. The product is [Cl:15][C:10]1[NH:9][C:8]2[C:7](=[O:13])[NH:6][C:5](=[O:14])[N:4]([CH2:1][CH2:2][CH3:3])[C:12]=2[N:11]=1. The yield is 0.420. (5) The product is [Br:30][C:28]1[CH:29]=[C:24]([NH:1][C:2]2[N:7]=[CH:6][C:5]([N:8]3[CH2:13][CH2:12][N:11]([C:14]([O:16][C:17]([CH3:18])([CH3:20])[CH3:19])=[O:15])[CH2:10][C@@H:9]3[CH2:21][CH3:22])=[CH:4][CH:3]=2)[C:25](=[O:32])[N:26]([CH3:31])[CH:27]=1. The reactants are [NH2:1][C:2]1[N:7]=[CH:6][C:5]([N:8]2[CH2:13][CH2:12][N:11]([C:14]([O:16][C:17]([CH3:20])([CH3:19])[CH3:18])=[O:15])[CH2:10][C@@H:9]2[CH2:21][CH3:22])=[CH:4][CH:3]=1.Br[C:24]1[C:25](=[O:32])[N:26]([CH3:31])[CH:27]=[C:28]([Br:30])[CH:29]=1.CC1(C)C2C(=C(P(C3C=CC=CC=3)C3C=CC=CC=3)C=CC=2)OC2C(P(C3C=CC=CC=3)C3C=CC=CC=3)=CC=CC1=2.C(=O)([O-])[O-].[Cs+].[Cs+]. The catalyst is C1C=CC(/C=C/C(/C=C/C2C=CC=CC=2)=O)=CC=1.C1C=CC(/C=C/C(/C=C/C2C=CC=CC=2)=O)=CC=1.C1C=CC(/C=C/C(/C=C/C2C=CC=CC=2)=O)=CC=1.[Pd].[Pd].O1CCOCC1. The yield is 0.550. (6) The reactants are [Br:1][C:2]1[CH:7]=[CH:6][C:5]([NH:8][C:9]2[C:10]([CH:25]=[O:26])=[CH:11][C:12]3[N:16]([CH2:17][CH2:18][S:19]([CH3:22])(=[O:21])=[O:20])[CH:15]=[N:14][C:13]=3[C:23]=2[F:24])=[C:4]([Cl:27])[CH:3]=1.C([O-])([O-])=O.[K+].[K+].S([CH2:44][N+:45]#[C-:46])(C1C=CC(C)=CC=1)(=O)=O. The catalyst is CO. The product is [Br:1][C:2]1[CH:7]=[CH:6][C:5]([NH:8][C:9]2[C:10]([C:25]3[O:26][CH:46]=[N:45][CH:44]=3)=[CH:11][C:12]3[NH:16][CH:15]=[N:14][C:13]=3[C:23]=2[F:24])=[C:4]([Cl:27])[CH:3]=1.[Br:1][C:2]1[CH:7]=[CH:6][C:5]([NH:8][C:9]2[C:10]([C:25]3[O:26][CH:46]=[N:45][CH:44]=3)=[CH:11][C:12]3[N:16]([CH2:17][CH2:18][S:19]([CH3:22])(=[O:21])=[O:20])[CH:15]=[N:14][C:13]=3[C:23]=2[F:24])=[C:4]([Cl:27])[CH:3]=1. The yield is 0.180.